From a dataset of hERG potassium channel inhibition data for cardiac toxicity prediction from Karim et al.. Regression/Classification. Given a drug SMILES string, predict its toxicity properties. Task type varies by dataset: regression for continuous values (e.g., LD50, hERG inhibition percentage) or binary classification for toxic/non-toxic outcomes (e.g., AMES mutagenicity, cardiotoxicity, hepatotoxicity). Dataset: herg_karim. (1) The drug is NC(=O)c1cccc(C[C@H]2C[C@@H]3CC[C@H](C2)N3Cc2ccccc2)c1. The result is 1 (blocker). (2) The drug is O=C(c1ccncc1)N1CCN(c2ccc(OCCCN3CCCCC3)cc2)C(=O)C1. The result is 0 (non-blocker). (3) The drug is CCCCc1cc(OC2CCN(CCCCS(=O)(=O)C(C)(C)C)CC2)c2ncccc2c1.Cl.Cl. The result is 1 (blocker). (4) The molecule is CC1(C)CC(Nc2nc(-c3ccccc3Cl)c3c(n2)N(c2c(Cl)cccc2Cl)C(=O)NC3)CC(C)(C)N1. The result is 1 (blocker). (5) The molecule is COCCCc1cc(Cl)cc(CN(C(=O)C2CNCCC2c2ccn(C)c(=O)c2)C2CC2)c1. The result is 1 (blocker). (6) The molecule is OCC[C@@]1(c2ccc(Cl)c(Cl)c2)CCCNC1. The result is 0 (non-blocker). (7) The molecule is COc1ccc(-c2noc(C3=CC4(CCN(CC(=O)O)CC4)c4ccccc43)n2)cc1. The result is 0 (non-blocker). (8) The molecule is CC(=O)Nc1cc(Nc2cc(NC3CC3)n3ncc(C#N)c3n2)ccc1C1CC1. The result is 0 (non-blocker). (9) The drug is C=S(N)(=O)c1ccc(C2=C(c3ccccc3)C(=O)OC2)cc1. The result is 0 (non-blocker).